Dataset: NCI-60 drug combinations with 297,098 pairs across 59 cell lines. Task: Regression. Given two drug SMILES strings and cell line genomic features, predict the synergy score measuring deviation from expected non-interaction effect. (1) Drug 1: C1CC(C1)(C(=O)O)C(=O)O.[NH2-].[NH2-].[Pt+2]. Drug 2: C1=CC=C(C=C1)NC(=O)CCCCCCC(=O)NO. Cell line: DU-145. Synergy scores: CSS=15.3, Synergy_ZIP=2.88, Synergy_Bliss=3.40, Synergy_Loewe=-8.81, Synergy_HSA=1.74. (2) Drug 1: COC1=C2C(=CC3=C1OC=C3)C=CC(=O)O2. Drug 2: CC1C(C(CC(O1)OC2CC(CC3=C2C(=C4C(=C3O)C(=O)C5=C(C4=O)C(=CC=C5)OC)O)(C(=O)CO)O)N)O.Cl. Cell line: BT-549. Synergy scores: CSS=49.5, Synergy_ZIP=-1.45, Synergy_Bliss=-0.920, Synergy_Loewe=-8.25, Synergy_HSA=-0.405. (3) Drug 1: COC1=C(C=C2C(=C1)N=CN=C2NC3=CC(=C(C=C3)F)Cl)OCCCN4CCOCC4. Drug 2: CCN(CC)CCNC(=O)C1=C(NC(=C1C)C=C2C3=C(C=CC(=C3)F)NC2=O)C. Cell line: SF-539. Synergy scores: CSS=14.9, Synergy_ZIP=-2.07, Synergy_Bliss=-0.170, Synergy_Loewe=1.30, Synergy_HSA=1.28. (4) Drug 1: CC1=CC2C(CCC3(C2CCC3(C(=O)C)OC(=O)C)C)C4(C1=CC(=O)CC4)C. Drug 2: CC1=C2C(C(=O)C3(C(CC4C(C3C(C(C2(C)C)(CC1OC(=O)C(C(C5=CC=CC=C5)NC(=O)OC(C)(C)C)O)O)OC(=O)C6=CC=CC=C6)(CO4)OC(=O)C)O)C)O. Cell line: KM12. Synergy scores: CSS=40.7, Synergy_ZIP=7.99, Synergy_Bliss=11.0, Synergy_Loewe=-16.1, Synergy_HSA=11.2. (5) Drug 1: C1=CC(=C2C(=C1NCCNCCO)C(=O)C3=C(C=CC(=C3C2=O)O)O)NCCNCCO. Drug 2: CC1=C(C=C(C=C1)C(=O)NC2=CC(=CC(=C2)C(F)(F)F)N3C=C(N=C3)C)NC4=NC=CC(=N4)C5=CN=CC=C5. Cell line: KM12. Synergy scores: CSS=44.0, Synergy_ZIP=-1.49, Synergy_Bliss=-1.66, Synergy_Loewe=6.28, Synergy_HSA=6.64. (6) Drug 1: CC1=C(C(=CC=C1)Cl)NC(=O)C2=CN=C(S2)NC3=CC(=NC(=N3)C)N4CCN(CC4)CCO. Drug 2: C1=CN(C=N1)CC(O)(P(=O)(O)O)P(=O)(O)O. Cell line: COLO 205. Synergy scores: CSS=-0.874, Synergy_ZIP=2.74, Synergy_Bliss=3.12, Synergy_Loewe=-0.794, Synergy_HSA=-1.50. (7) Drug 1: C1=CC(=CC=C1CCCC(=O)O)N(CCCl)CCCl. Drug 2: C(CCl)NC(=O)N(CCCl)N=O. Cell line: HOP-62. Synergy scores: CSS=44.3, Synergy_ZIP=3.50, Synergy_Bliss=4.23, Synergy_Loewe=-5.22, Synergy_HSA=0.593. (8) Drug 1: CC1C(C(CC(O1)OC2CC(CC3=C2C(=C4C(=C3O)C(=O)C5=C(C4=O)C(=CC=C5)OC)O)(C(=O)CO)O)N)O.Cl. Drug 2: CCC1(CC2CC(C3=C(CCN(C2)C1)C4=CC=CC=C4N3)(C5=C(C=C6C(=C5)C78CCN9C7C(C=CC9)(C(C(C8N6C)(C(=O)OC)O)OC(=O)C)CC)OC)C(=O)OC)O.OS(=O)(=O)O. Cell line: HOP-62. Synergy scores: CSS=37.6, Synergy_ZIP=4.90, Synergy_Bliss=-1.13, Synergy_Loewe=-8.33, Synergy_HSA=-10.1.